From a dataset of Forward reaction prediction with 1.9M reactions from USPTO patents (1976-2016). Predict the product of the given reaction. (1) Given the reactants [CH3:1][CH:2]1[N:7]([C:8]([O:10][CH2:11][C:12]2[CH:17]=[CH:16][CH:15]=[CH:14][CH:13]=2)=[O:9])[CH2:6][CH:5]=[CH:4][CH2:3]1.C1C=C(Cl)C=C(C(OO)=[O:26])C=1, predict the reaction product. The product is: [CH3:1][CH:2]1[CH2:3][CH:4]2[CH:5]([O:26]2)[CH2:6][N:7]1[C:8]([O:10][CH2:11][C:12]1[CH:13]=[CH:14][CH:15]=[CH:16][CH:17]=1)=[O:9]. (2) Given the reactants [NH2:1][C:2]1[N:7]=[C:6]([C:8]2[S:12][C:11]([C:13]([CH3:16])([CH3:15])[CH3:14])=[N:10][C:9]=2[C:17]2[C:18]([F:30])=[C:19]([NH:23]C(=O)OCC=C)[CH:20]=[CH:21][CH:22]=2)[CH:5]=[CH:4][N:3]=1.CCCC[N+](CCCC)(CCCC)CCCC.[F-], predict the reaction product. The product is: [NH2:23][C:19]1[C:18]([F:30])=[C:17]([C:9]2[N:10]=[C:11]([C:13]([CH3:15])([CH3:14])[CH3:16])[S:12][C:8]=2[C:6]2[CH:5]=[CH:4][N:3]=[C:2]([NH2:1])[N:7]=2)[CH:22]=[CH:21][CH:20]=1. (3) Given the reactants [C:1]([N:4]1[C:13]2[C:8](=[CH:9][C:10]([C:14](O)=[O:15])=[CH:11][CH:12]=2)[C@H:7]([NH:17][C:18]2[CH:23]=[CH:22][C:21]([N:24]3[CH2:29][CH2:28][O:27][CH2:26][CH2:25]3)=[CH:20][CH:19]=2)[CH2:6][C@@H:5]1[CH3:30])(=[O:3])[CH3:2].[CH:31]1([NH2:37])[CH2:36][CH2:35][CH2:34][CH2:33][CH2:32]1, predict the reaction product. The product is: [C:1]([N:4]1[C:13]2[C:8](=[CH:9][C:10]([C:14]([NH:37][CH:31]3[CH2:36][CH2:35][CH2:34][CH2:33][CH2:32]3)=[O:15])=[CH:11][CH:12]=2)[C@H:7]([NH:17][C:18]2[CH:19]=[CH:20][C:21]([N:24]3[CH2:29][CH2:28][O:27][CH2:26][CH2:25]3)=[CH:22][CH:23]=2)[CH2:6][C@@H:5]1[CH3:30])(=[O:3])[CH3:2]. (4) Given the reactants Cl.[CH3:2][O:3][C:4](=[O:7])[CH2:5][NH2:6].N1C=CC=CC=1.[CH2:14]([S:21](Cl)(=[O:23])=[O:22])[C:15]1[CH:20]=[CH:19][CH:18]=[CH:17][CH:16]=1, predict the reaction product. The product is: [CH3:2][O:3][C:4](=[O:7])[CH2:5][NH:6][S:21]([CH2:14][C:15]1[CH:20]=[CH:19][CH:18]=[CH:17][CH:16]=1)(=[O:23])=[O:22].